This data is from Forward reaction prediction with 1.9M reactions from USPTO patents (1976-2016). The task is: Predict the product of the given reaction. (1) Given the reactants C(Cl)CCl.[NH:5]1[C:13]2[C:8](=[CH:9][CH:10]=[CH:11][CH:12]=2)[CH:7]=[C:6]1[C:14]([OH:16])=O.CN.C(O)C.C1C=CC2N(O)N=[N:28][C:26]=2C=1.CCN(C(C)C)C(C)C, predict the reaction product. The product is: [CH3:26][NH:28][C:14]([C:6]1[NH:5][C:13]2[C:8]([CH:7]=1)=[CH:9][CH:10]=[CH:11][CH:12]=2)=[O:16]. (2) Given the reactants [CH:1]1([C:10]([OH:12])=[O:11])[CH2:6][CH2:5][CH2:4][CH:3]([C:7]([OH:9])=O)[CH2:2]1.Cl[Si](C)(C)[CH3:15].[CH3:18][OH:19], predict the reaction product. The product is: [CH3:18][O:19][C:7]([CH:3]1[CH2:4][CH2:5][CH2:6][CH:1]([C:10]([O:12][CH3:15])=[O:11])[CH2:2]1)=[O:9]. (3) Given the reactants C(OC([N:8]1[CH2:13][CH2:12][CH:11]([CH2:14][N:15]2[CH:23]=[C:22]3[C:17]([CH:18]=[CH:19][C:20]([C:24]4[C:32]5[C:27](=[CH:28][C:29]([F:33])=[CH:30][CH:31]=5)[NH:26][CH:25]=4)=[CH:21]3)=[N:16]2)[CH2:10][CH2:9]1)=O)(C)(C)C, predict the reaction product. The product is: [F:33][C:29]1[CH:28]=[C:27]2[C:32]([C:24]([C:20]3[CH:19]=[CH:18][C:17]4[C:22](=[CH:23][N:15]([CH2:14][CH:11]5[CH2:12][CH2:13][NH:8][CH2:9][CH2:10]5)[N:16]=4)[CH:21]=3)=[CH:25][NH:26]2)=[CH:31][CH:30]=1.